This data is from Reaction yield outcomes from USPTO patents with 853,638 reactions. The task is: Predict the reaction yield, written as a fraction of the theoretical maximum amount of product (1.0 means a 100% yield; for example, 0.34 means a 34% yield). (1) The reactants are COC1C=CC(C[N:8](CC2C=CC(OC)=CC=2)[C:9]2[N:14]=[C:13]([CH3:15])[N:12]=[C:11]([C:16]3[C:17]([NH:33][C:34]4[CH:35]=[CH:36][C:37]([NH:40][C:41](=[O:43])[CH3:42])=[N:38][CH:39]=4)=[N:18][CH:19]=[C:20]([CH2:22][N:23]4[CH2:28][CH2:27][N:26]([S:29]([CH3:32])(=[O:31])=[O:30])[CH2:25][CH2:24]4)[CH:21]=3)[N:10]=2)=CC=1.FC(F)(F)S(O)(=O)=O.C(O)(C(F)(F)F)=O.C(=O)([O-])[O-].[Na+].[Na+].C(=O)(O)[O-].[Na+]. No catalyst specified. The product is [NH2:8][C:9]1[N:14]=[C:13]([CH3:15])[N:12]=[C:11]([C:16]2[C:17]([NH:33][C:34]3[CH:35]=[CH:36][C:37]([NH:40][C:41](=[O:43])[CH3:42])=[N:38][CH:39]=3)=[N:18][CH:19]=[C:20]([CH2:22][N:23]3[CH2:24][CH2:25][N:26]([S:29]([CH3:32])(=[O:31])=[O:30])[CH2:27][CH2:28]3)[CH:21]=2)[N:10]=1. The yield is 0.660. (2) The reactants are [F:1][C:2]1[CH:7]=[C:6]([O:8][C:9]([F:12])([F:11])[F:10])[CH:5]=[CH:4][C:3]=1[NH:13][N:14]=[C:15]([C:20](=[O:24])[CH2:21][O:22][CH3:23])[C:16]([O:18][CH3:19])=[O:17].[CH:25](OC(OC(C)C)N(C)C)(C)C. The catalyst is C1(C)C=CC=CC=1. The product is [F:1][C:2]1[CH:7]=[C:6]([O:8][C:9]([F:10])([F:11])[F:12])[CH:5]=[CH:4][C:3]=1[N:13]1[CH:25]=[C:21]([O:22][CH3:23])[C:20](=[O:24])[C:15]([C:16]([O:18][CH3:19])=[O:17])=[N:14]1. The yield is 0.860.